From a dataset of Full USPTO retrosynthesis dataset with 1.9M reactions from patents (1976-2016). Predict the reactants needed to synthesize the given product. Given the product [I:7][C:8]1[CH:13]=[CH:12][C:11]([O:14][CH2:17][C:18]#[N:19])=[C:10]([CH3:15])[CH:9]=1, predict the reactants needed to synthesize it. The reactants are: C(=O)([O-])[O-].[K+].[K+].[I:7][C:8]1[CH:13]=[CH:12][C:11]([OH:14])=[C:10]([CH3:15])[CH:9]=1.Br[CH2:17][C:18]#[N:19].